From a dataset of Peptide-MHC class I binding affinity with 185,985 pairs from IEDB/IMGT. Regression. Given a peptide amino acid sequence and an MHC pseudo amino acid sequence, predict their binding affinity value. This is MHC class I binding data. (1) The peptide sequence is FVNHRFTLV. The MHC is HLA-A68:02 with pseudo-sequence HLA-A68:02. The binding affinity (normalized) is 0.585. (2) The peptide sequence is MLHHYGIHY. The MHC is HLA-A03:01 with pseudo-sequence HLA-A03:01. The binding affinity (normalized) is 0.637.